Dataset: Catalyst prediction with 721,799 reactions and 888 catalyst types from USPTO. Task: Predict which catalyst facilitates the given reaction. (1) Reactant: [N+:1]([C:4]1[CH:5]=[C:6]([C:14]([O-:16])=O)[CH:7]=[C:8]([CH:13]=1)[C:9]([O:11][CH3:12])=[O:10])([O-:3])=[O:2].Cl.CN(C)CCCN=C=NCC.O.ON1C2C=CC=CC=2N=N1.C(N(CC)CC)C.[CH2:47]([NH:50][CH2:51][CH2:52][CH3:53])[CH2:48][CH3:49]. Product: [CH3:12][O:11][C:9](=[O:10])[C:8]1[CH:13]=[C:4]([N+:1]([O-:3])=[O:2])[CH:5]=[C:6]([C:14]([N:50]([CH2:51][CH2:52][CH3:53])[CH2:47][CH2:48][CH3:49])=[O:16])[CH:7]=1. The catalyst class is: 119. (2) Reactant: N(OCCC(C)C)=O.[Cl-:9].[Li+].N[C:12]1[C:13]([O:24][CH3:25])=[CH:14][C:15]([Cl:23])=[C:16]2[C:21]=1[C:20](=[O:22])[NH:19][CH2:18][CH2:17]2. Product: [Cl:23][C:15]1[CH:14]=[C:13]([O:24][CH3:25])[C:12]([Cl:9])=[C:21]2[C:16]=1[CH2:17][CH2:18][NH:19][C:20]2=[O:22]. The catalyst class is: 879. (3) Reactant: [Cl:1][C:2]1[CH:10]=[C:9]2[C:5]([CH:6]=[CH:7][NH:8]2)=[CH:4][CH:3]=1.[H-].[Na+].[F:13][C:14]([F:42])([CH:39]([F:41])[F:40])[CH2:15][O:16][C:17]1[CH:22]=[CH:21][C:20]([S:23](Cl)(=[O:25])=[O:24])=[CH:19][C:18]=1[N:27]1[CH2:32][CH2:31][N:30]([C:33](=[O:38])[C:34]([Cl:37])([Cl:36])[Cl:35])[CH2:29][CH2:28]1. Product: [Cl:37][C:34]([Cl:35])([Cl:36])[C:33]([N:30]1[CH2:29][CH2:28][N:27]([C:18]2[CH:19]=[C:20]([S:23]([N:8]3[C:9]4[C:5](=[CH:4][CH:3]=[C:2]([Cl:1])[CH:10]=4)[CH:6]=[CH:7]3)(=[O:24])=[O:25])[CH:21]=[CH:22][C:17]=2[O:16][CH2:15][C:14]([F:13])([F:42])[CH:39]([F:41])[F:40])[CH2:32][CH2:31]1)=[O:38]. The catalyst class is: 1. (4) Reactant: [CH3:1][O:2][C:3]1[C:12]2[C:7](=[C:8]([CH3:13])[CH:9]=[CH:10][CH:11]=2)[C:6]([CH:14]=[O:15])=[CH:5][N:4]=1.[O-:16]Cl=O.[Na+]. Product: [CH3:1][O:2][C:3]1[C:12]2[C:7](=[C:8]([CH3:13])[CH:9]=[CH:10][CH:11]=2)[C:6]([C:14]([OH:16])=[O:15])=[CH:5][N:4]=1. The catalyst class is: 47. (5) Reactant: [CH3:1][N:2]1[CH:6]=[C:5]([N:7]2[CH:12]=[CH:11][C:10](=[O:13])[C:9]([CH2:14][C:15]3[CH:16]=[C:17]([C:21]4[N:26]=[CH:25][C:24](OCC(O)=O)=[CH:23][N:22]=4)[CH:18]=[CH:19][CH:20]=3)=[N:8]2)[CH:4]=[N:3]1.CC1(C)C(C)(C)OB([C:40]2[CH:45]=[CH:44][N:43]=[CH:42][CH:41]=2)O1.[F-].[K+].CC(OC1C=CC=C(OC(C)C)C=1C1C(P(C2CCCCC2)C2CCCCC2)=CC=CC=1)C. Product: [CH3:1][N:2]1[CH:6]=[C:5]([N:7]2[CH:12]=[CH:11][C:10](=[O:13])[C:9]([CH2:14][C:15]3[CH:20]=[CH:19][CH:18]=[C:17]([C:21]4[N:22]=[CH:23][C:24]([C:40]5[CH:45]=[CH:44][N:43]=[CH:42][CH:41]=5)=[CH:25][N:26]=4)[CH:16]=3)=[N:8]2)[CH:4]=[N:3]1. The catalyst class is: 127. (6) Reactant: [Cl:1][C:2]1[CH:7]=[CH:6][C:5]([CH:8]([C:20]2[CH:28]=[CH:27][C:23]([C:24](O)=[O:25])=[CH:22][CH:21]=2)[CH2:9][C:10]([C:12]2[CH:17]=[CH:16][C:15](=[O:18])[N:14]([CH3:19])[CH:13]=2)=[O:11])=[C:4]([CH3:29])[CH:3]=1.[NH2:30][CH2:31][CH2:32][OH:33].F[P-](F)(F)(F)(F)F.N1(O[P+](N(C)C)(N(C)C)N(C)C)C2C=CC=CC=2N=N1. Product: [Cl:1][C:2]1[CH:7]=[CH:6][C:5]([CH:8]([C:20]2[CH:28]=[CH:27][C:23]([C:24]([NH:30][CH2:31][CH2:32][OH:33])=[O:25])=[CH:22][CH:21]=2)[CH2:9][C:10]([C:12]2[CH:17]=[CH:16][C:15](=[O:18])[N:14]([CH3:19])[CH:13]=2)=[O:11])=[C:4]([CH3:29])[CH:3]=1. The catalyst class is: 7.